From a dataset of Full USPTO retrosynthesis dataset with 1.9M reactions from patents (1976-2016). Predict the reactants needed to synthesize the given product. (1) Given the product [Cl:1][C:2]1[CH:3]=[C:4]2[C:10]([C:11]3[N:16]=[C:15]([NH:17][C@H:18]4[CH2:22][CH2:21][N:20]([C:31](=[O:32])[CH2:30][O:29][CH3:28])[CH2:19]4)[C:14]([F:27])=[CH:13][N:12]=3)=[CH:9][NH:8][C:5]2=[N:6][CH:7]=1, predict the reactants needed to synthesize it. The reactants are: [Cl:1][C:2]1[CH:3]=[C:4]2[C:10]([C:11]3[N:16]=[C:15]([NH:17][C@H:18]4[CH2:22][CH2:21][N:20](S(C)(=O)=O)[CH2:19]4)[C:14]([F:27])=[CH:13][N:12]=3)=[CH:9][NH:8][C:5]2=[N:6][CH:7]=1.[CH3:28][O:29][CH2:30][C:31](Cl)=[O:32]. (2) Given the product [Cl:1][C:2]1[C:7]([C:8]#[N:9])=[CH:6][C:5]([C:10]2[C:19]3[C:14](=[CH:15][C:16]([S:20]([NH:42][C:38]4[S:37][CH:41]=[N:40][N:39]=4)(=[O:21])=[O:22])=[CH:17][CH:18]=3)[CH:13]=[CH:12][N:11]=2)=[C:4]([O:35][CH3:36])[CH:3]=1, predict the reactants needed to synthesize it. The reactants are: [Cl:1][C:2]1[C:7]([C:8]#[N:9])=[CH:6][C:5]([C:10]2[C:19]3[C:14](=[CH:15][C:16]([S:20](OC4C(F)=C(F)C(F)=C(F)C=4F)(=[O:22])=[O:21])=[CH:17][CH:18]=3)[CH:13]=[CH:12][N:11]=2)=[C:4]([O:35][CH3:36])[CH:3]=1.[S:37]1[CH:41]=[N:40][N:39]=[C:38]1[NH2:42].C(=O)([O-])[O-].[Cs+].[Cs+].C(#N)C. (3) Given the product [F:49][C:29]1[CH:30]=[C:31]([C:34]2[N:38]3[CH:39]=[CH:40][C:41]([C:43]4[CH:48]=[CH:47][CH:46]=[CH:45][N:44]=4)=[CH:42][C:37]3=[N:36][CH:35]=2)[CH:32]=[CH:33][C:28]=1[CH2:27][C:26]([NH:25][C:17]1[CH:18]=[C:19]([C:21]([F:23])([F:22])[F:24])[CH:20]=[C:15]([C:14]([N:11]2[CH2:12][CH2:13][NH:8][CH2:9][CH2:10]2)=[O:51])[CH:16]=1)=[O:50], predict the reactants needed to synthesize it. The reactants are: C(OC([N:8]1[CH2:13][CH2:12][N:11]([C:14](=[O:51])[C:15]2[CH:20]=[C:19]([C:21]([F:24])([F:23])[F:22])[CH:18]=[C:17]([NH:25][C:26](=[O:50])[CH2:27][C:28]3[CH:33]=[CH:32][C:31]([C:34]4[N:38]5[CH:39]=[CH:40][C:41]([C:43]6[CH:48]=[CH:47][CH:46]=[CH:45][N:44]=6)=[CH:42][C:37]5=[N:36][CH:35]=4)=[CH:30][C:29]=3[F:49])[CH:16]=2)[CH2:10][CH2:9]1)=O)(C)(C)C.Cl. (4) Given the product [CH3:38][O:37][CH2:36][CH:32]1[N:31]([CH3:39])[CH:30]([CH2:29][O:28][CH3:27])[CH2:35][N:34]([CH2:2][C:3]([NH:5][C:6]2[CH:25]=[CH:24][C:9]3[N:10]=[C:11]([NH:14][C@H:15]4[C:23]5[C:18](=[CH:19][CH:20]=[CH:21][CH:22]=5)[CH2:17][CH2:16]4)[O:12][CH2:13][C:8]=3[CH:7]=2)=[O:4])[CH2:33]1, predict the reactants needed to synthesize it. The reactants are: Cl[CH2:2][C:3]([NH:5][C:6]1[CH:25]=[CH:24][C:9]2[N:10]=[C:11]([NH:14][C@H:15]3[C:23]4[C:18](=[CH:19][CH:20]=[CH:21][CH:22]=4)[CH2:17][CH2:16]3)[O:12][CH2:13][C:8]=2[CH:7]=1)=[O:4].Cl.[CH3:27][O:28][CH2:29][CH:30]1[CH2:35][NH:34][CH2:33][CH:32]([CH2:36][O:37][CH3:38])[N:31]1[CH3:39].C(N(C(C)C)CC)(C)C. (5) Given the product [F:12][C:9]1([F:13])[O:10][C:11]2[CH:2]=[CH:3][C:4]([C:24]3[CH:29]=[CH:28][C:27]([NH2:30])=[CH:26][CH:25]=3)=[CH:5][C:6]=2[O:7][C:8]1([F:15])[F:14], predict the reactants needed to synthesize it. The reactants are: Br[C:2]1[C:11]2[O:10][C:9]([F:13])([F:12])[C:8]([F:15])([F:14])[O:7][C:6]=2[CH:5]=[CH:4][CH:3]=1.CC1(C)C(C)(C)OB([C:24]2[CH:29]=[CH:28][C:27]([NH2:30])=[CH:26][CH:25]=2)O1.C(=O)([O-])[O-].[Cs+].[Cs+]. (6) Given the product [ClH:1].[Cl:1][CH2:2][C@@H:3]1[CH2:5][C@H:4]1[CH2:6][N:7]1[CH2:8][CH2:9][N:10]([C:13]2[CH:18]=[CH:17][CH:16]=[CH:15][C:14]=2[CH:19]2[CH2:24][C:23]([CH3:26])([CH3:25])[CH2:22][C:21]([CH3:28])([CH3:27])[CH2:20]2)[CH2:11][CH2:12]1, predict the reactants needed to synthesize it. The reactants are: [Cl:1][CH2:2][C@@H:3]1[CH2:5][C@H:4]1[CH2:6][N:7]1[CH2:12][CH2:11][N:10]([C:13]2[CH:18]=[CH:17][CH:16]=[CH:15][C:14]=2[CH:19]2[CH2:24][C:23]([CH3:26])([CH3:25])[CH2:22][C:21]([CH3:28])([CH3:27])[CH2:20]2)[CH2:9][CH2:8]1.Cl. (7) Given the product [I:18][C:15]1[CH:16]=[CH:17][C:12](/[CH:11]=[C:10](\[CH3:19])/[CH2:9][N:5]2[CH2:6][CH2:7][CH:2]([CH3:1])[CH2:3][CH2:4]2)=[CH:13][CH:14]=1, predict the reactants needed to synthesize it. The reactants are: [CH3:1][CH:2]1[CH2:7][CH2:6][NH:5][CH2:4][CH2:3]1.Cl[CH2:9]/[C:10](/[CH3:19])=[CH:11]/[C:12]1[CH:17]=[CH:16][C:15]([I:18])=[CH:14][CH:13]=1.O. (8) Given the product [CH:1]1([CH2:6][CH:7]([N:11]2[C:16](=[O:17])[CH:15]=[C:14]([O:18][C:19]3[CH:24]=[CH:23][CH:22]=[C:21]([Cl:25])[C:20]=3[Cl:26])[CH:13]=[N:12]2)[C:8]([NH:39][C:36]2[CH:37]=[CH:38][N:34]([CH2:33][C@@H:31]3[CH2:30][O:29][C:28]([CH3:40])([CH3:27])[O:32]3)[N:35]=2)=[O:9])[CH2:2][CH2:3][CH2:4][CH2:5]1, predict the reactants needed to synthesize it. The reactants are: [CH:1]1([CH2:6][CH:7]([N:11]2[C:16](=[O:17])[CH:15]=[C:14]([O:18][C:19]3[CH:24]=[CH:23][CH:22]=[C:21]([Cl:25])[C:20]=3[Cl:26])[CH:13]=[N:12]2)[C:8](O)=[O:9])[CH2:5][CH2:4][CH2:3][CH2:2]1.[CH3:27][C:28]1([CH3:40])[O:32][C@H:31]([CH2:33][N:34]2[CH:38]=[CH:37][C:36]([NH2:39])=[N:35]2)[CH2:30][O:29]1.